Dataset: Catalyst prediction with 721,799 reactions and 888 catalyst types from USPTO. Task: Predict which catalyst facilitates the given reaction. (1) Reactant: [CH3:1][CH:2]([O:4][C:5]1[CH:6]=[CH:7][C:8]([CH2:11][OH:12])=[N:9][CH:10]=1)[CH3:3].CC1(C)N([O])C(C)(C)CCC1.ClN1C(=O)N(Cl)C(=O)N(Cl)C1=O. Product: [CH3:3][CH:2]([O:4][C:5]1[CH:6]=[CH:7][C:8]([CH:11]=[O:12])=[N:9][CH:10]=1)[CH3:1]. The catalyst class is: 21. (2) Reactant: [CH3:1][O:2][C:3]([C:5]1[CH:6]=[C:7]2[C:12](=[CH:13][CH:14]=1)[N:11]=[C:10]([C:15]1[CH:20]=[C:19]([C:21]([N:23]3[CH2:27][CH2:26][CH2:25][CH2:24]3)=[O:22])[CH:18]=[CH:17][C:16]=1[OH:28])[CH:9]=[CH:8]2)=[O:4].N1C=CC=CC=1.[S:35](O[S:35]([C:38]([F:41])([F:40])[F:39])(=[O:37])=[O:36])([C:38]([F:41])([F:40])[F:39])(=[O:37])=[O:36]. Product: [CH3:1][O:2][C:3]([C:5]1[CH:6]=[C:7]2[C:12](=[CH:13][CH:14]=1)[N:11]=[C:10]([C:15]1[CH:20]=[C:19]([C:21]([N:23]3[CH2:27][CH2:26][CH2:25][CH2:24]3)=[O:22])[CH:18]=[CH:17][C:16]=1[O:28][S:35]([C:38]([F:41])([F:40])[F:39])(=[O:37])=[O:36])[CH:9]=[CH:8]2)=[O:4]. The catalyst class is: 79. (3) Reactant: [F:1][C:2]([F:15])([F:14])[C:3]1[CH:12]=[C:11]2[C:6]([CH2:7][CH2:8][NH:9][C:10]2=[O:13])=[CH:5][CH:4]=1.Br[C:17]1[CH:18]=[N:19][CH:20]=[CH:21][C:22]=1[C:23]([F:26])([F:25])[F:24].N[C@@H]1CCCC[C@H]1N.P([O-])([O-])([O-])=O.[K+].[K+].[K+]. Product: [F:15][C:2]([F:1])([F:14])[C:3]1[CH:12]=[C:11]2[C:6]([CH2:7][CH2:8][N:9]([C:17]3[CH:18]=[N:19][CH:20]=[CH:21][C:22]=3[C:23]([F:26])([F:25])[F:24])[C:10]2=[O:13])=[CH:5][CH:4]=1. The catalyst class is: 246. (4) Reactant: [N:1]1[C:10]2[C:5](=[CH:6][C:7]([C:11]3([C:14]4[N:18]5[CH:19]=[C:20]([C:23]([O:25]C)=[O:24])[CH:21]=[N:22][C:17]5=[N:16][CH:15]=4)[CH2:13][CH2:12]3)=[CH:8][CH:9]=2)[CH:4]=[CH:3][CH:2]=1.[OH-].[Li+].CO.Cl. Product: [N:1]1[C:10]2[C:5](=[CH:6][C:7]([C:11]3([C:14]4[N:18]5[CH:19]=[C:20]([C:23]([OH:25])=[O:24])[CH:21]=[N:22][C:17]5=[N:16][CH:15]=4)[CH2:12][CH2:13]3)=[CH:8][CH:9]=2)[CH:4]=[CH:3][CH:2]=1. The catalyst class is: 6. (5) The catalyst class is: 109. Reactant: [C:1]([O:5][C:6]([N:8]1[CH2:13][CH2:12][N:11]([C:14]2[CH:15]=[N:16][C:17]([NH:20][C:21]3[N:22]=[CH:23][C:24]4[C:30]([CH3:31])=[C:29](Br)[C:28](=[O:33])[N:27]([CH:34]5[CH2:38][CH2:37][CH2:36][CH2:35]5)[C:25]=4[N:26]=3)=[CH:18][CH:19]=2)[CH2:10][C:9]1([CH3:40])[CH3:39])=[O:7])([CH3:4])([CH3:3])[CH3:2].C([Sn](CCCC)(CCCC)[C:46]([O:48][CH2:49][CH3:50])=[CH2:47])CCC. Product: [C:1]([O:5][C:6]([N:8]1[CH2:13][CH2:12][N:11]([C:14]2[CH:15]=[N:16][C:17]([NH:20][C:21]3[N:22]=[CH:23][C:24]4[C:30]([CH3:31])=[C:29]([C:46]([O:48][CH2:49][CH3:50])=[CH2:47])[C:28](=[O:33])[N:27]([CH:34]5[CH2:38][CH2:37][CH2:36][CH2:35]5)[C:25]=4[N:26]=3)=[CH:18][CH:19]=2)[CH2:10][C:9]1([CH3:40])[CH3:39])=[O:7])([CH3:4])([CH3:3])[CH3:2]. (6) Reactant: [N:1]([CH2:4][C:5]1[CH:6]=[CH:7][C:8]([O:11][CH2:12][C:13]2[CH:18]=[CH:17][CH:16]=[CH:15][CH:14]=2)=[N:9][CH:10]=1)=[N+:2]=[N-:3].[F:19][CH:20]([F:38])[C:21]1[C:26]([F:27])=[CH:25][N:24]=[C:23]([NH:28][C:29]2[CH:34]=[C:33]([CH3:35])[CH:32]=[C:31]([C:36]#[CH:37])[CH:30]=2)[N:22]=1.O=C1O[C@H]([C@H](CO)O)C([O-])=C1O.[Na+]. Product: [CH2:12]([O:11][C:8]1[N:9]=[CH:10][C:5]([CH2:4][N:1]2[CH:37]=[C:36]([C:31]3[CH:30]=[C:29]([NH:28][C:23]4[N:22]=[C:21]([CH:20]([F:19])[F:38])[C:26]([F:27])=[CH:25][N:24]=4)[CH:34]=[C:33]([CH3:35])[CH:32]=3)[N:3]=[N:2]2)=[CH:6][CH:7]=1)[C:13]1[CH:18]=[CH:17][CH:16]=[CH:15][CH:14]=1. The catalyst class is: 664. (7) Reactant: [NH:1]1[C:9]2[C:4](=[CH:5][CH:6]=[CH:7][CH:8]=2)[C:3]([C:10]([O:12][CH3:13])=[O:11])=[N:2]1.[CH:14]1(O)[CH2:19][CH2:18][CH2:17][CH2:16][CH2:15]1.C1(P(C2C=CC=CC=2)C2C=CC=CC=2)C=CC=CC=1.C1(C)C=CC=CC=1.N(C(OCC)=O)=NC(OCC)=O. Product: [CH:14]1([N:1]2[C:9]3[C:4](=[CH:5][CH:6]=[CH:7][CH:8]=3)[C:3]([C:10]([O:12][CH3:13])=[O:11])=[N:2]2)[CH2:19][CH2:18][CH2:17][CH2:16][CH2:15]1. The catalyst class is: 7. (8) Reactant: C[O:2][C:3]([C:5]1[C:9]([NH:10][C:11](=[O:28])[CH2:12][O:13][C:14]2[CH:19]=[CH:18][C:17]([C:20]3[CH:25]=[CH:24][CH:23]=[CH:22][C:21]=3[O:26][CH3:27])=[CH:16][N:15]=2)=[CH:8][S:7][CH:6]=1)=[O:4].[OH-].[Na+]. Product: [CH3:27][O:26][C:21]1[CH:22]=[CH:23][CH:24]=[CH:25][C:20]=1[C:17]1[CH:18]=[CH:19][C:14]([O:13][CH2:12][C:11]([NH:10][C:9]2[C:5]([C:3]([OH:4])=[O:2])=[CH:6][S:7][CH:8]=2)=[O:28])=[N:15][CH:16]=1. The catalyst class is: 8.